This data is from NCI-60 drug combinations with 297,098 pairs across 59 cell lines. The task is: Regression. Given two drug SMILES strings and cell line genomic features, predict the synergy score measuring deviation from expected non-interaction effect. Cell line: CCRF-CEM. Synergy scores: CSS=45.0, Synergy_ZIP=-0.642, Synergy_Bliss=-0.286, Synergy_Loewe=-56.2, Synergy_HSA=-0.172. Drug 1: C1=NC2=C(N1)C(=S)N=CN2. Drug 2: C1CNP(=O)(OC1)N(CCCl)CCCl.